From a dataset of NCI-60 drug combinations with 297,098 pairs across 59 cell lines. Regression. Given two drug SMILES strings and cell line genomic features, predict the synergy score measuring deviation from expected non-interaction effect. (1) Cell line: OVCAR-5. Drug 2: CC1=C(C(=CC=C1)Cl)NC(=O)C2=CN=C(S2)NC3=CC(=NC(=N3)C)N4CCN(CC4)CCO. Synergy scores: CSS=24.3, Synergy_ZIP=1.67, Synergy_Bliss=8.58, Synergy_Loewe=5.81, Synergy_HSA=8.26. Drug 1: CS(=O)(=O)C1=CC(=C(C=C1)C(=O)NC2=CC(=C(C=C2)Cl)C3=CC=CC=N3)Cl. (2) Drug 1: C1C(C(OC1N2C=C(C(=O)NC2=O)F)CO)O. Drug 2: C1=NC2=C(N=C(N=C2N1C3C(C(C(O3)CO)O)O)F)N. Cell line: PC-3. Synergy scores: CSS=14.8, Synergy_ZIP=-7.54, Synergy_Bliss=-2.51, Synergy_Loewe=-3.37, Synergy_HSA=-0.922. (3) Drug 1: CCC1(CC2CC(C3=C(CCN(C2)C1)C4=CC=CC=C4N3)(C5=C(C=C6C(=C5)C78CCN9C7C(C=CC9)(C(C(C8N6C)(C(=O)OC)O)OC(=O)C)CC)OC)C(=O)OC)O.OS(=O)(=O)O. Drug 2: CCC1=C2CN3C(=CC4=C(C3=O)COC(=O)C4(CC)O)C2=NC5=C1C=C(C=C5)O. Cell line: SNB-19. Synergy scores: CSS=21.7, Synergy_ZIP=5.91, Synergy_Bliss=11.4, Synergy_Loewe=-22.1, Synergy_HSA=1.96.